This data is from Forward reaction prediction with 1.9M reactions from USPTO patents (1976-2016). The task is: Predict the product of the given reaction. (1) Given the reactants [F:1][C:2]([F:52])([F:51])[C:3]1[CH:4]=[C:5]([C@H:13]2[O:17][C:16](=[O:18])[N:15]([CH2:19][C:20]3[CH:25]=[C:24]([C:26]([F:29])([F:28])[F:27])[CH:23]=[C:22]([I:30])[C:21]=3[C:31]3[CH:32]=[C:33]([C:39]4[CH:44]=[CH:43][C:42]([C:45]([O:47]C)=[O:46])=[CH:41][C:40]=4[CH3:49])[CH:34]=[CH:35][C:36]=3[O:37][CH3:38])[C@H:14]2[CH3:50])[CH:6]=[C:7]([C:9]([F:12])([F:11])[F:10])[CH:8]=1.O[Li].O.CCOC(C)=O.CCCCCC, predict the reaction product. The product is: [F:52][C:2]([F:1])([F:51])[C:3]1[CH:4]=[C:5]([C@H:13]2[O:17][C:16](=[O:18])[N:15]([CH2:19][C:20]3[CH:25]=[C:24]([C:26]([F:27])([F:28])[F:29])[CH:23]=[C:22]([I:30])[C:21]=3[C:31]3[CH:32]=[C:33]([C:39]4[CH:44]=[CH:43][C:42]([C:45]([OH:47])=[O:46])=[CH:41][C:40]=4[CH3:49])[CH:34]=[CH:35][C:36]=3[O:37][CH3:38])[C@H:14]2[CH3:50])[CH:6]=[C:7]([C:9]([F:12])([F:11])[F:10])[CH:8]=1. (2) The product is: [CH3:11][C@H:12]1[CH2:17][N:16]([C:2]2[CH:7]=[CH:6][N:5]=[CH:4][C:3]=2[N+:8]([O-:10])=[O:9])[CH2:15][C@@H:14]([NH:18][C:19](=[O:25])[O:20][C:21]([CH3:24])([CH3:23])[CH3:22])[CH2:13]1. Given the reactants Cl[C:2]1[CH:7]=[CH:6][N:5]=[CH:4][C:3]=1[N+:8]([O-:10])=[O:9].[CH3:11][C@H:12]1[CH2:17][NH:16][CH2:15][C@@H:14]([NH:18][C:19](=[O:25])[O:20][C:21]([CH3:24])([CH3:23])[CH3:22])[CH2:13]1.CCN(C(C)C)C(C)C, predict the reaction product.